From a dataset of Catalyst prediction with 721,799 reactions and 888 catalyst types from USPTO. Predict which catalyst facilitates the given reaction. Product: [C:12]([O:16][C:17]([N:19]1[CH2:24][CH2:23][CH2:22][CH2:21][C@@H:20]1[C:25](=[O:27])[NH2:6])=[O:18])([CH3:15])([CH3:14])[CH3:13]. Reactant: [Cl-].[NH4+].C([N:6](C(C)C)CC)(C)C.[C:12]([O:16][C:17]([N:19]1[CH2:24][CH2:23][CH2:22][CH2:21][C@@H:20]1[C:25]([OH:27])=O)=[O:18])([CH3:15])([CH3:14])[CH3:13].CN(C(ON1N=NC2C=CC=CC1=2)=[N+](C)C)C.[B-](F)(F)(F)F. The catalyst class is: 675.